From a dataset of Full USPTO retrosynthesis dataset with 1.9M reactions from patents (1976-2016). Predict the reactants needed to synthesize the given product. (1) Given the product [CH:10]12[CH2:14][CH:13]([NH:8][CH2:9]1)[CH2:12][N:11]2[CH2:15][C:16]1[CH:17]=[C:18]([C:22]2[CH:27]=[CH:26][N:25]=[C:24]([NH:30][CH2:31][CH2:32][C:33]3[CH:38]=[CH:37][C:36]([OH:39])=[CH:35][CH:34]=3)[N:23]=2)[CH:19]=[CH:20][CH:21]=1, predict the reactants needed to synthesize it. The reactants are: C(OC([N:8]1[CH:13]([CH3:14])[CH2:12][N:11]([CH2:15][C:16]2[CH:21]=[CH:20][CH:19]=[C:18]([C:22]3[CH:27]=[CH:26][N:25]=[C:24](Cl)[N:23]=3)[CH:17]=2)[CH2:10][CH:9]1C)=O)(C)(C)C.[NH2:30][CH2:31][CH2:32][C:33]1[CH:38]=[CH:37][C:36]([OH:39])=[CH:35][CH:34]=1. (2) Given the product [NH2:1][C:2]1[C:10]([Cl:22])=[CH:9][CH:8]=[C:7]2[C:3]=1[C:4]([CH2:19][C:20]#[N:21])=[CH:5][N:6]2[CH2:11][C:12]([O:14][C:15]([CH3:16])([CH3:17])[CH3:18])=[O:13], predict the reactants needed to synthesize it. The reactants are: [NH2:1][C:2]1[CH:10]=[CH:9][CH:8]=[C:7]2[C:3]=1[C:4]([CH2:19][C:20]#[N:21])=[CH:5][N:6]2[CH2:11][C:12]([O:14][C:15]([CH3:18])([CH3:17])[CH3:16])=[O:13].[Cl:22]N1C(=O)CCC1=O. (3) Given the product [CH:1]1([S:6]([C:9]2[CH:10]=[C:11]([OH:28])[C:12]([NH:15][S:16]([CH2:19][C:20]3[CH:25]=[C:24]([Cl:26])[CH:23]=[C:22]([Cl:27])[CH:21]=3)(=[O:18])=[O:17])=[N:13][CH:14]=2)(=[O:8])=[O:7])[CH2:5][CH2:4][CH2:3][CH2:2]1, predict the reactants needed to synthesize it. The reactants are: [CH:1]1([S:6]([C:9]2[CH:10]=[C:11]([O:28]C)[C:12]([NH:15][S:16]([CH2:19][C:20]3[CH:25]=[C:24]([Cl:26])[CH:23]=[C:22]([Cl:27])[CH:21]=3)(=[O:18])=[O:17])=[N:13][CH:14]=2)(=[O:8])=[O:7])[CH2:5][CH2:4][CH2:3][CH2:2]1.ClC1C=C(CS(NC2N=NC(S(CC)(=O)=O)=CC=2OC)(=O)=O)C=C(Cl)C=1. (4) Given the product [CH:10]([SiH:13]([CH:15]([CH3:17])[CH3:16])[CH2:2][CH2:3][CH2:4][O:5][CH3:6])([CH3:12])[CH3:11], predict the reactants needed to synthesize it. The reactants are: Br[CH2:2][CH2:3][CH2:4][O:5][CH3:6].[Mg].II.[CH:10]([SiH:13]([CH:15]([CH3:17])[CH3:16])Cl)([CH3:12])[CH3:11].[Cl-].[NH4+]. (5) Given the product [ClH:1].[ClH:1].[CH3:2][O:3][C:4](=[O:17])[CH:5]([NH:6][CH:28]1[CH2:29][CH2:30][C:25]([N:24]([CH3:38])[CH3:23])([C:32]2[S:44][CH:35]=[CH:34][CH:33]=2)[CH2:26][CH2:27]1)[CH2:7][C:8]1[C:16]2[C:11](=[CH:12][CH:13]=[CH:14][CH:15]=2)[NH:10][CH:9]=1, predict the reactants needed to synthesize it. The reactants are: [ClH:1].[CH3:2][O:3][C:4](=[O:17])[C@H:5]([CH2:7][C:8]1[C:16]2[C:11](=[CH:12][CH:13]=[CH:14][CH:15]=2)[NH:10][CH:9]=1)[NH2:6].C([O-])(O)=O.[Na+].[CH3:23][N:24]([CH3:38])[C:25]1([C:32]2C=C[CH:35]=[CH:34][CH:33]=2)[CH2:30][CH2:29][C:28](=O)[CH2:27][CH2:26]1.C(O)(=O)C.[O-][S:44]([O-])(=O)=O.[Na+].[Na+].[BH-](OC(C)=O)(OC(C)=O)OC(C)=O.[Na+].